This data is from Full USPTO retrosynthesis dataset with 1.9M reactions from patents (1976-2016). The task is: Predict the reactants needed to synthesize the given product. (1) Given the product [CH3:1][C:2]1[CH:7]=[C:6]([CH3:8])[CH:5]=[C:4]([CH3:9])[C:3]=1[N:10]=[C:11]([C:13]1[CH:18]=[CH:17][CH:16]=[C:15]([C:19](=[N:29][C:28]2[CH:27]=[CH:26][C:25]([O:24][Si:23]([CH3:33])([CH3:32])[CH3:22])=[CH:31][CH:30]=2)[CH3:20])[N:14]=1)[CH3:12], predict the reactants needed to synthesize it. The reactants are: [CH3:1][C:2]1[CH:7]=[C:6]([CH3:8])[CH:5]=[C:4]([CH3:9])[C:3]=1[N:10]=[C:11]([C:13]1[CH:18]=[CH:17][CH:16]=[C:15]([C:19](=O)[CH3:20])[N:14]=1)[CH3:12].[CH3:22][Si:23]([CH3:33])([CH3:32])[O:24][C:25]1[CH:31]=[CH:30][C:28]([NH2:29])=[CH:27][CH:26]=1. (2) Given the product [ClH:19].[CH:1]([S:4][C:5]1[CH:12]=[CH:11][CH:10]=[CH:9][C:6]=1[CH2:7][NH2:8])([CH3:3])[CH3:2], predict the reactants needed to synthesize it. The reactants are: [CH:1]([S:4][C:5]1[CH:12]=[CH:11][CH:10]=[CH:9][C:6]=1[C:7]#[N:8])([CH3:3])[CH3:2].B.C1COCC1.[ClH:19].